From a dataset of Forward reaction prediction with 1.9M reactions from USPTO patents (1976-2016). Predict the product of the given reaction. (1) Given the reactants Br[C:2]1[CH:3]=[C:4]2[C:9](=[CH:10][CH:11]=1)[N:8]=[CH:7][CH:6]=[CH:5]2.[C:12]([O:16][CH2:17][CH3:18])(=[O:15])[CH:13]=[CH2:14].C(N(CC)CC)C.CCCCCC, predict the reaction product. The product is: [CH2:17]([O:16][C:12](=[O:15])[CH:13]=[CH:14][C:2]1[CH:3]=[C:4]2[C:9](=[CH:10][CH:11]=1)[N:8]=[CH:7][CH:6]=[CH:5]2)[CH3:18]. (2) Given the reactants [N+:1]([C:4]1[CH:13]=[C:12]([C:14]([CH2:17][C:18]([CH3:21])([CH3:20])[CH3:19])([CH3:16])[CH3:15])[CH:11]=[C:6]([C:7](OC)=[O:8])[C:5]=1[OH:22])([O-:3])=[O:2].[NH3:23], predict the reaction product. The product is: [N+:1]([C:4]1[CH:13]=[C:12]([C:14]([CH2:17][C:18]([CH3:21])([CH3:20])[CH3:19])([CH3:16])[CH3:15])[CH:11]=[C:6]([C:7]([NH2:23])=[O:8])[C:5]=1[OH:22])([O-:3])=[O:2]. (3) Given the reactants [Cl:1][C:2]1[CH:19]=[CH:18][C:17]([N:20]2[C:24](=[O:25])[NH:23][CH:22]=[N:21]2)=[CH:16][C:3]=1[C:4]([NH:6][CH2:7][C:8]1([OH:15])[CH2:14][CH2:13][CH2:12][CH2:11][CH2:10][CH2:9]1)=[O:5].C([O-])([O-])=O.[Cs+].[Cs+].[CH3:32][O:33][CH2:34][CH2:35]Br, predict the reaction product. The product is: [Cl:1][C:2]1[CH:19]=[CH:18][C:17]([N:20]2[C:24](=[O:25])[N:23]([CH2:35][CH2:34][O:33][CH3:32])[CH:22]=[N:21]2)=[CH:16][C:3]=1[C:4]([NH:6][CH2:7][C:8]1([OH:15])[CH2:9][CH2:10][CH2:11][CH2:12][CH2:13][CH2:14]1)=[O:5]. (4) Given the reactants [NH2:1][CH2:2][CH2:3][NH:4][C:5]1[CH:10]=[CH:9][C:8]([CH2:11][N:12]2[CH2:17][CH2:16][O:15][CH2:14][CH2:13]2)=[C:7]([C:18]2[CH:23]=[CH:22][C:21]([Cl:24])=[CH:20][C:19]=2[Cl:25])[CH:6]=1.C(N(CC)C(C)C)(C)C.Cl[C:36]1[N:41]=[C:40]([NH2:42])[C:39]([N+:43]([O-:45])=[O:44])=[CH:38][CH:37]=1, predict the reaction product. The product is: [Cl:25][C:19]1[CH:20]=[C:21]([Cl:24])[CH:22]=[CH:23][C:18]=1[C:7]1[C:8]([CH2:11][N:12]2[CH2:13][CH2:14][O:15][CH2:16][CH2:17]2)=[CH:9][CH:10]=[C:5]([NH:4][CH2:3][CH2:2][NH:1][C:36]2[N:41]=[C:40]([NH2:42])[C:39]([N+:43]([O-:45])=[O:44])=[CH:38][CH:37]=2)[CH:6]=1. (5) Given the reactants [Cl:1][C:2]1[CH:3]=[C:4]([CH:23]=[C:24]([CH3:26])[N:25]=1)[C:5]([NH:7][CH:8]([NH:11][C:12]1[CH:22]=[CH:21][C:15]2[O:16][C:17]([F:20])([F:19])[O:18][C:14]=2[CH:13]=1)SC)=O.Cl.[CH2:28]([O:30][C:31](=[O:35])[CH2:32][NH:33][NH2:34])[CH3:29].C(N(C(C)C)C(C)C)C, predict the reaction product. The product is: [CH2:28]([O:30][C:31](=[O:35])[CH2:32][N:33]1[C:5]([C:4]2[CH:23]=[C:24]([CH3:26])[N:25]=[C:2]([Cl:1])[CH:3]=2)=[N:7][C:8]([NH:11][C:12]2[CH:22]=[CH:21][C:15]3[O:16][C:17]([F:20])([F:19])[O:18][C:14]=3[CH:13]=2)=[N:34]1)[CH3:29]. (6) Given the reactants [C:1]([O:7][CH2:8][CH3:9])(=[O:6])[CH2:2][C:3]([O-:5])=O.[K+].[Mg+2].[Cl-].[Cl-].C(N(CC)CC)C.[F:21][C:22]1[CH:30]=[CH:29][C:28]([C:31]([F:34])([F:33])[F:32])=[CH:27][C:23]=1C(Cl)=O.Cl, predict the reaction product. The product is: [F:21][C:22]1[CH:23]=[CH:27][C:28]([C:31]([F:32])([F:33])[F:34])=[CH:29][C:30]=1[C:3](=[O:5])[CH2:2][C:1]([O:7][CH2:8][CH3:9])=[O:6].